This data is from Forward reaction prediction with 1.9M reactions from USPTO patents (1976-2016). The task is: Predict the product of the given reaction. (1) Given the reactants C(O)(C(F)(F)F)=O.[F:8][C:9]1[CH:14]=[CH:13][CH:12]=[CH:11][C:10]=1[NH:15][C:16]1[O:20][C:19]([C:21]([NH:23][C:24]2[CH:25]=[CH:26][C:27]([N:30]3[CH2:35][CH2:34][CH:33]([C:36]([O:38]C(C)(C)C)=[O:37])[CH2:32][CH2:31]3)=[N:28][CH:29]=2)=[O:22])=[N:18][N:17]=1.[ClH:43], predict the reaction product. The product is: [ClH:43].[F:8][C:9]1[CH:14]=[CH:13][CH:12]=[CH:11][C:10]=1[NH:15][C:16]1[O:20][C:19]([C:21]([NH:23][C:24]2[CH:25]=[CH:26][C:27]([N:30]3[CH2:31][CH2:32][CH:33]([C:36]([OH:38])=[O:37])[CH2:34][CH2:35]3)=[N:28][CH:29]=2)=[O:22])=[N:18][N:17]=1. (2) Given the reactants Cl.[F:2][C:3]1[CH:8]=[CH:7][C:6]([NH:9][NH2:10])=[CH:5][CH:4]=1.CN1CCCC1=O.[Br:18][C:19]1[CH:26]=[CH:25][C:22]([CH:23]=O)=[C:21](F)[CH:20]=1.CC([O-])(C)C.[K+], predict the reaction product. The product is: [Br:18][C:19]1[CH:26]=[C:25]2[C:22]([CH:23]=[N:10][N:9]2[C:6]2[CH:7]=[CH:8][C:3]([F:2])=[CH:4][CH:5]=2)=[CH:21][CH:20]=1. (3) Given the reactants C[Al](C)C.[C:5](=[N:18][NH2:19])([C:12]1[CH:17]=[CH:16][CH:15]=[CH:14][CH:13]=1)[C:6]1[CH:11]=[CH:10][CH:9]=[CH:8][CH:7]=1.[C:20]1(=[O:26])[O:25][CH:23]([CH3:24])[CH2:22][CH2:21]1.ClCCl.O, predict the reaction product. The product is: [C:6]1([C:5]([C:12]2[CH:13]=[CH:14][CH:15]=[CH:16][CH:17]=2)=[N:18][NH:19][C:20](=[O:26])[CH2:21][CH2:22][CH:23]([OH:25])[CH3:24])[CH:11]=[CH:10][CH:9]=[CH:8][CH:7]=1. (4) Given the reactants [Cl:1][C:2]1[CH:7]=[CH:6][C:5]([C:8](=[O:31])[CH:9]([NH:11][C:12]([C:14]2[CH:30]=[CH:29][C:17]3[N:18]=[C:19]([C:21]4[C:26]([Cl:27])=[CH:25][CH:24]=[CH:23][C:22]=4[Cl:28])[NH:20][C:16]=3[CH:15]=2)=O)[CH3:10])=[CH:4][CH:3]=1.CC[N+](S(N=C(OC)[O-])(=O)=O)(CC)CC.C(OCC)(=O)C, predict the reaction product. The product is: [Cl:1][C:2]1[CH:7]=[CH:6][C:5]([C:8]2[O:31][C:12]([C:14]3[CH:30]=[CH:29][C:17]4[N:18]=[C:19]([C:21]5[C:22]([Cl:28])=[CH:23][CH:24]=[CH:25][C:26]=5[Cl:27])[NH:20][C:16]=4[CH:15]=3)=[N:11][C:9]=2[CH3:10])=[CH:4][CH:3]=1. (5) Given the reactants [C:1]1([N:7]2[C:12](=[O:13])[C:11]3[S:14][CH:15]=[C:16]([C:17]4[CH:22]=[CH:21][CH:20]=[CH:19][CH:18]=4)[C:10]=3[N:9]=[CH:8]2)[CH:6]=[CH:5][CH:4]=[CH:3][CH:2]=1.NC1C(C2C=CC=[C:31]([O:35]C)C=2)=CSC=1C(OC)=O.[CH:41](OCC)(OCC)[O:42]CC.COC1C=CC(N)=CC=1, predict the reaction product. The product is: [CH3:31][O:35][C:21]1[CH:22]=[C:17]([C:16]2[C:10]3[N:9]=[CH:8][N:7]([C:1]4[CH:6]=[CH:5][C:4]([O:42][CH3:41])=[CH:3][CH:2]=4)[C:12](=[O:13])[C:11]=3[S:14][CH:15]=2)[CH:18]=[CH:19][CH:20]=1.